This data is from Full USPTO retrosynthesis dataset with 1.9M reactions from patents (1976-2016). The task is: Predict the reactants needed to synthesize the given product. (1) Given the product [CH2:1]([N:3]1[CH:8]=[C:7]([C:9]2[C:10]([N:25]3[C:29]([CH3:30])=[CH:28][C:27]([C:31]([F:33])([F:34])[F:32])=[N:26]3)=[N:11][C:12]([NH:15][C:16]3[CH:21]=[C:20]([CH3:22])[CH:19]=[C:18]([O:23][CH3:24])[CH:17]=3)=[N:13][CH:14]=2)[CH:6]=[C:5]([C:35]([NH:43][S:40]([CH3:39])(=[O:42])=[O:41])=[O:37])[C:4]1=[O:38])[CH3:2], predict the reactants needed to synthesize it. The reactants are: [CH2:1]([N:3]1[CH:8]=[C:7]([C:9]2[C:10]([N:25]3[C:29]([CH3:30])=[CH:28][C:27]([C:31]([F:34])([F:33])[F:32])=[N:26]3)=[N:11][C:12]([NH:15][C:16]3[CH:21]=[C:20]([CH3:22])[CH:19]=[C:18]([O:23][CH3:24])[CH:17]=3)=[N:13][CH:14]=2)[CH:6]=[C:5]([C:35]([OH:37])=O)[C:4]1=[O:38])[CH3:2].[CH3:39][S:40]([NH2:43])(=[O:42])=[O:41].C(N(CC)CC)C.[I-].ClC1C=CC=C[N+]=1C. (2) Given the product [CH:1]1([C:7]2[N:12]([C:13]3[CH:18]=[CH:17][C:16]([C:19]([CH3:21])([CH3:20])[CH3:22])=[CH:15][CH:14]=3)[C:11](=[O:23])[C:10]([C:42]([NH:43][CH2:55][C:56]([OH:58])=[O:57])=[O:66])=[C:9]([OH:24])[N:8]=2)[CH2:2][CH2:3][CH2:4][CH2:5][CH2:6]1, predict the reactants needed to synthesize it. The reactants are: [CH:1]1([C:7]2[N:12]([C:13]3[CH:18]=[CH:17][C:16]([C:19]([CH3:22])([CH3:21])[CH3:20])=[CH:15][CH:14]=3)[C:11](=[O:23])[CH:10]=[C:9]([OH:24])[N:8]=2)[CH2:6][CH2:5][CH2:4][CH2:3][CH2:2]1.[Cl-].C[Al+]C.CCCCCC.C(C1C=C[C:42]([NH2:43])=CC=1)(C)(C)C.C1(C#N)CCCCC1.C(OCC)(=O)[CH2:55][C:56]([O:58]CC)=[O:57].C[O-:66].[Na+]. (3) Given the product [Cl:1][C:2]1[CH:9]=[C:8]([O:10][CH:11]2[CH2:16][CH2:15][CH2:14][CH2:13][O:12]2)[CH:7]=[CH:6][C:3]=1[CH2:4][NH:31][C:28]1[CH:29]=[CH:30][C:25]([O:24][CH2:23][CH2:22][N:17]2[CH2:21][CH2:20][CH2:19][CH2:18]2)=[CH:26][CH:27]=1, predict the reactants needed to synthesize it. The reactants are: [Cl:1][C:2]1[CH:9]=[C:8]([O:10][CH:11]2[CH2:16][CH2:15][CH2:14][CH2:13][O:12]2)[CH:7]=[CH:6][C:3]=1[CH:4]=O.[N:17]1([CH2:22][CH2:23][O:24][C:25]2[CH:30]=[CH:29][C:28]([NH2:31])=[CH:27][CH:26]=2)[CH2:21][CH2:20][CH2:19][CH2:18]1.S([O-])([O-])(=O)=O.[Mg+2].[BH4-].[Na+]. (4) Given the product [C:1]1([CH2:7][N:8]2[CH2:17][CH2:16][N:15]3[C@H:10]([CH2:11][O:12][CH2:13][CH2:14]3)[CH2:9]2)[CH:2]=[CH:3][CH:4]=[CH:5][CH:6]=1, predict the reactants needed to synthesize it. The reactants are: [C:1]1([CH2:7][N:8]2[C:17](=O)[C:16](=O)[N:15]3[C@H:10]([CH2:11][O:12][CH2:13][CH2:14]3)[CH2:9]2)[CH:6]=[CH:5][CH:4]=[CH:3][CH:2]=1.[H-].[H-].[H-].[H-].[Li+].[Al+3].O.[OH-].[Na+]. (5) Given the product [CH3:1][O:2][C:3]([C:5]1[CH:10]([C:11]2[CH:16]=[CH:15][C:14]([C:17]#[N:18])=[CH:13][CH:12]=2)[N:9]2[C:19](=[O:31])[N:20]([CH2:22][C:23]3[CH:28]=[CH:27][C:26]([CH2:29][N:44]([CH3:45])[CH3:43])=[CH:25][CH:24]=3)[N:21]=[C:8]2[N:7]([C:32]2[CH:37]=[CH:36][CH:35]=[C:34]([C:38]([F:41])([F:40])[F:39])[CH:33]=2)[C:6]=1[CH3:42])=[O:4], predict the reactants needed to synthesize it. The reactants are: [CH3:1][O:2][C:3]([C:5]1[CH:10]([C:11]2[CH:16]=[CH:15][C:14]([C:17]#[N:18])=[CH:13][CH:12]=2)[N:9]2[C:19](=[O:31])[N:20]([CH2:22][C:23]3[CH:28]=[CH:27][C:26]([CH2:29]Br)=[CH:25][CH:24]=3)[N:21]=[C:8]2[N:7]([C:32]2[CH:37]=[CH:36][CH:35]=[C:34]([C:38]([F:41])([F:40])[F:39])[CH:33]=2)[C:6]=1[CH3:42])=[O:4].[CH3:43][NH:44][CH3:45].